Dataset: Forward reaction prediction with 1.9M reactions from USPTO patents (1976-2016). Task: Predict the product of the given reaction. (1) Given the reactants [Br:1][C:2]1[CH:3]=[C:4]([C:12]([OH:14])=[O:13])[C:5]2[C:10]([CH:11]=1)=[CH:9][CH:8]=[CH:7][CH:6]=2.[N+](=[CH2:17])=[N-], predict the reaction product. The product is: [Br:1][C:2]1[CH:3]=[C:4]([C:12]([O:14][CH3:17])=[O:13])[C:5]2[C:10]([CH:11]=1)=[CH:9][CH:8]=[CH:7][CH:6]=2. (2) Given the reactants [Cl:1][C:2]1[C:6]([Cl:7])=[C:5]([CH3:8])[NH:4][C:3]=1[C:9]([NH:11][C@@H:12]1[CH2:17][CH2:16][N:15](C(OCC)=O)[CH2:14][C@@H:13]1[O:23][CH2:24][CH2:25][CH3:26])=[O:10].[OH-].[K+].O.NN.O, predict the reaction product. The product is: [Cl:1][C:2]1[C:6]([Cl:7])=[C:5]([CH3:8])[NH:4][C:3]=1[C:9]([NH:11][C@@H:12]1[CH2:17][CH2:16][NH:15][CH2:14][C@@H:13]1[O:23][CH2:24][CH2:25][CH3:26])=[O:10]. (3) Given the reactants [CH2:1]([NH:3][C:4]([C:6]1[C:10]([C:11]2[CH:16]=[CH:15][C:14]([CH2:17][N:18]3[CH2:23][CH2:22][O:21][CH2:20][CH2:19]3)=[CH:13][CH:12]=2)=[C:9]([C:24]2[CH:29]=[C:28]([Cl:30])[CH:27]=[CH:26][C:25]=2[O:31]CC2C=CC=CC=2)[O:8][N:7]=1)=[O:5])[CH3:2].B(Cl)(Cl)Cl, predict the reaction product. The product is: [CH2:1]([NH:3][C:4]([C:6]1[C:10]([C:11]2[CH:16]=[CH:15][C:14]([CH2:17][N:18]3[CH2:23][CH2:22][O:21][CH2:20][CH2:19]3)=[CH:13][CH:12]=2)=[C:9]([C:24]2[CH:29]=[C:28]([Cl:30])[CH:27]=[CH:26][C:25]=2[OH:31])[O:8][N:7]=1)=[O:5])[CH3:2]. (4) Given the reactants [CH3:1][C:2]1([CH3:10])[O:6][CH:5]([CH2:7][CH2:8][OH:9])[CH2:4][O:3]1.ClCCl.[S:14](Cl)([C:17]1[CH:23]=[CH:22][C:20]([CH3:21])=[CH:19][CH:18]=1)(=[O:16])=[O:15], predict the reaction product. The product is: [CH3:21][C:20]1[CH:22]=[CH:23][C:17]([S:14]([O:9][CH2:8][CH2:7][CH:5]2[CH2:4][O:3][C:2]([CH3:10])([CH3:1])[O:6]2)(=[O:16])=[O:15])=[CH:18][CH:19]=1. (5) Given the reactants [CH3:1][O:2][C:3](=[O:28])[C:4]([NH:17]C(OCC1C=CC=CC=1)=O)=[CH:5][C:6]1[CH:7]=[C:8]2[C:12](=[CH:13][CH:14]=1)[NH:11][CH:10]=[C:9]2[C:15]#[N:16], predict the reaction product. The product is: [CH3:1][O:2][C:3](=[O:28])[CH:4]([NH2:17])[CH2:5][C:6]1[CH:7]=[C:8]2[C:12](=[CH:13][CH:14]=1)[NH:11][CH:10]=[C:9]2[C:15]#[N:16]. (6) Given the reactants [CH2:1]([O:3][C:4]([C:6]1[CH:14]=[C:13]2[C:9]([C:10]([CH:18]=[O:19])=[C:11]([CH:15]([CH3:17])[CH3:16])[NH:12]2)=[CH:8][CH:7]=1)=[O:5])[CH3:2].[H-].[Na+].Br[CH2:23][C:24]1[CH:25]=[N:26][CH:27]=[CH:28][CH:29]=1, predict the reaction product. The product is: [CH2:1]([O:3][C:4]([C:6]1[CH:14]=[C:13]2[C:9]([C:10]([CH:18]=[O:19])=[C:11]([CH:15]([CH3:16])[CH3:17])[N:12]2[CH2:23][C:24]2[CH:25]=[N:26][CH:27]=[CH:28][CH:29]=2)=[CH:8][CH:7]=1)=[O:5])[CH3:2]. (7) Given the reactants [Cl:1][C:2]1[CH:7]=[CH:6][C:5]([C:8]2[NH:12][N:11]=[C:10]([N:13]3[CH2:18][CH2:17][NH:16][CH2:15][CH2:14]3)[C:9]=2[C:19]2[CH:24]=[CH:23][N:22]=[CH:21][CH:20]=2)=[CH:4][CH:3]=1.[CH2:25]=O, predict the reaction product. The product is: [Cl:1][C:2]1[CH:7]=[CH:6][C:5]([C:8]2[NH:12][N:11]=[C:10]([N:13]3[CH2:18][CH2:17][N:16]([CH3:25])[CH2:15][CH2:14]3)[C:9]=2[C:19]2[CH:24]=[CH:23][N:22]=[CH:21][CH:20]=2)=[CH:4][CH:3]=1. (8) Given the reactants [OH:1][CH2:2][CH:3]1[CH2:7][CH2:6][CH2:5][N:4]1[C:8]1[N:13]=[C:12]([NH:14][C:15]2[C:16]3[N:17]([CH:31]=[CH:32][N:33]=3)[N:18]=[C:19]([C:21]3[CH:22]=[C:23]([CH:28]=[CH:29][CH:30]=3)[C:24]([O:26]C)=[O:25])[CH:20]=2)[CH:11]=[CH:10][CH:9]=1.[OH-].[Na+], predict the reaction product. The product is: [OH:1][CH2:2][CH:3]1[CH2:7][CH2:6][CH2:5][N:4]1[C:8]1[N:13]=[C:12]([NH:14][C:15]2[C:16]3[N:17]([CH:31]=[CH:32][N:33]=3)[N:18]=[C:19]([C:21]3[CH:22]=[C:23]([CH:28]=[CH:29][CH:30]=3)[C:24]([OH:26])=[O:25])[CH:20]=2)[CH:11]=[CH:10][CH:9]=1.